Dataset: Forward reaction prediction with 1.9M reactions from USPTO patents (1976-2016). Task: Predict the product of the given reaction. (1) Given the reactants [F:1][C:2]1[CH:21]=[CH:20][C:5]2[C:6]([C:9]3[CH:14]=[CH:13][C:12]([O:15][CH2:16][C@@H:17]4[CH2:19][O:18]4)=[CH:11][CH:10]=3)=[N:7][O:8][C:4]=2[CH:3]=1.[N:22]1[CH:27]=[CH:26][CH:25]=[CH:24][C:23]=1[N:28]1[CH2:33][CH2:32][NH:31][CH2:30][CH2:29]1, predict the reaction product. The product is: [F:1][C:2]1[CH:21]=[CH:20][C:5]2[C:6]([C:9]3[CH:10]=[CH:11][C:12]([O:15][CH2:16][C@@H:17]([OH:18])[CH2:19][N:31]4[CH2:32][CH2:33][N:28]([C:23]5[CH:24]=[CH:25][CH:26]=[CH:27][N:22]=5)[CH2:29][CH2:30]4)=[CH:13][CH:14]=3)=[N:7][O:8][C:4]=2[CH:3]=1. (2) Given the reactants [O:1]1[C:5]2[CH:6]=[CH:7][C:8]([C:10]3([C:13]([NH:15][C:16]4[CH:17]=[CH:18][C:19]([CH3:32])=[C:20]([C:22]5[CH:27]=[CH:26][C:25]([S:28](O)(=[O:30])=[O:29])=[CH:24][CH:23]=5)[CH:21]=4)=[O:14])[CH2:12][CH2:11]3)=[CH:9][C:4]=2[O:3][CH2:2]1.O=S(Cl)[Cl:35].CN(C=O)C, predict the reaction product. The product is: [O:1]1[C:5]2[CH:6]=[CH:7][C:8]([C:10]3([C:13]([NH:15][C:16]4[CH:17]=[CH:18][C:19]([CH3:32])=[C:20]([C:22]5[CH:27]=[CH:26][C:25]([S:28]([Cl:35])(=[O:30])=[O:29])=[CH:24][CH:23]=5)[CH:21]=4)=[O:14])[CH2:12][CH2:11]3)=[CH:9][C:4]=2[O:3][CH2:2]1. (3) Given the reactants [F:1][C:2]1[N:10]=[C:9]2[C:5]([N:6]=[CH:7][NH:8]2)=[C:4]([NH:11][CH2:12][C:13]2[CH:18]=[CH:17][CH:16]=[C:15]([CH3:19])[N:14]=2)[N:3]=1.C([O-])([O-])=O.[K+].[K+].Br[CH:27]([CH3:29])[CH3:28].C(Cl)Cl.CCOCC.CO, predict the reaction product. The product is: [F:1][C:2]1[N:10]=[C:9]2[C:5]([N:6]=[CH:7][N:8]2[CH:27]([CH3:29])[CH3:28])=[C:4]([NH:11][CH2:12][C:13]2[CH:18]=[CH:17][CH:16]=[C:15]([CH3:19])[N:14]=2)[N:3]=1.